From a dataset of Forward reaction prediction with 1.9M reactions from USPTO patents (1976-2016). Predict the product of the given reaction. (1) Given the reactants C([C:3]1[CH:11]=[CH:10][CH:9]=[C:8]2[C:4]=1[C:5](=[O:13])[C:6](=[O:12])[NH:7]2)C.S(=O)(=O)(O)O.[OH:19]O.[C:21](O)(=O)[CH3:22], predict the reaction product. The product is: [CH2:21]([C:11]1[CH:3]=[C:4]2[C:5]([O:13][C:6](=[O:12])[NH:7][C:8]2=[CH:9][CH:10]=1)=[O:19])[CH3:22]. (2) Given the reactants [H-].[Na+].C([CH:5]1[CH2:9][CH2:8][C:7](=[O:10])[C:6]1([CH3:12])[CH3:11])#N.[Cl:13][C:14]1[CH:21]=[CH:20][C:17]([CH2:18]Cl)=[CH:16][CH:15]=1.CCCCCC.[CH3:28][N:29](C)C=O, predict the reaction product. The product is: [Cl:13][C:14]1[CH:21]=[CH:20][C:17]([CH2:18][C:8]2([C:28]#[N:29])[C:7](=[O:10])[C:6]([CH3:11])([CH3:12])[CH2:5][CH2:9]2)=[CH:16][CH:15]=1. (3) Given the reactants [F:1][C:2]([F:34])([F:33])[C:3]1[CH:4]=[C:5]([C@H:13]([O:15][C@H:16]2[O:24][CH2:23][C@@H:19]3[CH2:20][NH:21][CH2:22][C@H:18]3[C@@H:17]2[C:25]2[CH:30]=[CH:29][C:28]([F:31])=[CH:27][C:26]=2[CH3:32])[CH3:14])[CH:6]=[C:7]([C:9]([F:12])([F:11])[F:10])[CH:8]=1.C(O[C:38]1[CH2:43][O:42][CH2:41][C:40](=[O:44])[CH:39]=1)C, predict the reaction product. The product is: [F:34][C:2]([F:1])([F:33])[C:3]1[CH:4]=[C:5]([C@H:13]([O:15][C@H:16]2[O:24][CH2:23][C@@H:19]3[CH2:20][N:21]([C:38]4[CH2:43][O:42][CH2:41][C:40](=[O:44])[CH:39]=4)[CH2:22][C@H:18]3[C@@H:17]2[C:25]2[CH:30]=[CH:29][C:28]([F:31])=[CH:27][C:26]=2[CH3:32])[CH3:14])[CH:6]=[C:7]([C:9]([F:12])([F:10])[F:11])[CH:8]=1. (4) Given the reactants Cl[C:2]1[C:3]([N+:12]([O-:14])=[O:13])=[CH:4][C:5]([N+:9]([O-:11])=[O:10])=[C:6]([CH3:8])[CH:7]=1.[OH:15][CH2:16][C:17]1[CH:22]=[CH:21][C:20](B(O)O)=[CH:19][CH:18]=1.C(=O)([O-])[O-].[K+].[K+], predict the reaction product. The product is: [CH3:8][C:6]1[C:5]([N+:9]([O-:11])=[O:10])=[CH:4][C:3]([N+:12]([O-:14])=[O:13])=[C:2]([C:20]2[CH:21]=[CH:22][C:17]([CH2:16][OH:15])=[CH:18][CH:19]=2)[CH:7]=1. (5) Given the reactants [CH:1]1([NH:4][CH2:5][C:6]2[CH:11]=[CH:10][C:9]([C:12]([N:14]3[CH2:20][C:19]4([CH3:22])[CH2:21][CH:15]3[CH2:16][C:17]([CH3:24])([CH3:23])[CH2:18]4)=[O:13])=[CH:8][CH:7]=2)[CH2:3][CH2:2]1.[F:25][C:26]([F:39])([F:38])[S:27](O[S:27]([C:26]([F:39])([F:38])[F:25])(=[O:29])=[O:28])(=[O:29])=[O:28], predict the reaction product. The product is: [CH:1]1([N:4]([CH2:5][C:6]2[CH:7]=[CH:8][C:9]([C:12]([N:14]3[CH2:20][C:19]4([CH3:22])[CH2:21][CH:15]3[CH2:16][C:17]([CH3:24])([CH3:23])[CH2:18]4)=[O:13])=[CH:10][CH:11]=2)[S:27]([C:26]([F:39])([F:38])[F:25])(=[O:29])=[O:28])[CH2:2][CH2:3]1. (6) Given the reactants [NH2:1][C@H:2]1[CH2:6][CH2:5][CH2:4][C@H:3]1[C:7]([OH:9])=[O:8].Cl.[CH3:11]O, predict the reaction product. The product is: [NH2:1][C@H:2]1[CH2:6][CH2:5][CH2:4][C@H:3]1[C:7]([O:9][CH3:11])=[O:8]. (7) Given the reactants [CH3:1][C:2]([CH3:28])([CH2:6][C:7]1[CH:12]=[CH:11][C:10]([O:13][CH2:14][CH2:15][C:16]2[N:17]=[C:18]([C:22]3[CH:27]=[CH:26][CH:25]=[CH:24][CH:23]=3)[O:19][C:20]=2[CH3:21])=[CH:9][CH:8]=1)[C:3](O)=[O:4].C(Cl)CCl.[CH3:33][S:34]([NH2:37])(=[O:36])=[O:35], predict the reaction product. The product is: [CH3:1][C:2]([CH3:28])([CH2:6][C:7]1[CH:12]=[CH:11][C:10]([O:13][CH2:14][CH2:15][C:16]2[N:17]=[C:18]([C:22]3[CH:27]=[CH:26][CH:25]=[CH:24][CH:23]=3)[O:19][C:20]=2[CH3:21])=[CH:9][CH:8]=1)[C:3]([NH:37][S:34]([CH3:33])(=[O:36])=[O:35])=[O:4].